Dataset: Full USPTO retrosynthesis dataset with 1.9M reactions from patents (1976-2016). Task: Predict the reactants needed to synthesize the given product. Given the product [F:17][C:16]([F:19])([F:18])[C:13]1[CH:14]=[CH:15][C:10]([O:9][C:6]2[N:7]=[CH:8][C:3]([CH2:2][C:20]#[N:21])=[CH:4][CH:5]=2)=[CH:11][CH:12]=1, predict the reactants needed to synthesize it. The reactants are: Cl[CH2:2][C:3]1[CH:4]=[CH:5][C:6]([O:9][C:10]2[CH:15]=[CH:14][C:13]([C:16]([F:19])([F:18])[F:17])=[CH:12][CH:11]=2)=[N:7][CH:8]=1.[C-:20]#[N:21].[Na+].